From a dataset of HIV replication inhibition screening data with 41,000+ compounds from the AIDS Antiviral Screen. Binary Classification. Given a drug SMILES string, predict its activity (active/inactive) in a high-throughput screening assay against a specified biological target. (1) The compound is CSc1ccc(NC(=O)Nc2cc(C)cc(C)n2)cc1. The result is 0 (inactive). (2) The compound is CC1=NN(c2ccccc2)C(=O)C1=CNC(N)=S. The result is 0 (inactive). (3) The molecule is O=c1c2ccccc2nc2n1-c1ccccc1SC2. The result is 0 (inactive). (4) The molecule is [O-][n+]1onc(-c2ccccc2)c1CO. The result is 0 (inactive). (5) The result is 0 (inactive). The drug is O=[N+]([O-])c1cccc(C2SCc3nc4ccccc4n32)c1. (6) The molecule is CCOC(=O)CCC(NC(=O)OCc1ccccc1)C(=O)NC(CCC(=O)OCC)C(=O)NNC(=O)OC(C)(C)C. The result is 0 (inactive). (7) The drug is COc1ccc2c(c1)OCC1c3cc(O)c(O)cc3OC21. The result is 0 (inactive).